Dataset: Reaction yield outcomes from USPTO patents with 853,638 reactions. Task: Predict the reaction yield, written as a fraction of the theoretical maximum amount of product (1.0 means a 100% yield; for example, 0.34 means a 34% yield). (1) The reactants are C1N=CN(C(N2C=NC=C2)=O)C=1.[CH2:13]([O:15][P:16]([CH2:21][C:22]([OH:24])=O)([O:18][CH2:19][CH3:20])=[O:17])[CH3:14].[Cl:25][C:26]1[CH:31]=[CH:30][C:29]([NH:32][C:33]2[C:34]3[CH:42]=[C:41]([NH2:43])[N:40]=[CH:39][C:35]=3[N:36]=[CH:37][N:38]=2)=[CH:28][C:27]=1[C:44]#[CH:45].CC(N(C)C)=O. The catalyst is C1COCC1.O.ClCCl.CO. The product is [Cl:25][C:26]1[CH:31]=[CH:30][C:29]([NH:32][C:33]2[C:34]3[CH:42]=[C:41]([NH:43][C:22](=[O:24])[CH2:21][P:16](=[O:17])([O:15][CH2:13][CH3:14])[O:18][CH2:19][CH3:20])[N:40]=[CH:39][C:35]=3[N:36]=[CH:37][N:38]=2)=[CH:28][C:27]=1[C:44]#[CH:45]. The yield is 0.910. (2) The reactants are [NH2:1][C:2]1[CH:7]=[CH:6][C:5]([C:8]([NH:11][C:12](=[O:14])[CH3:13])([CH3:10])[CH3:9])=[CH:4][CH:3]=1.[CH3:15][O:16][C:17]1[CH:18]=[C:19]([CH:23]=[CH:24][C:25]=1[O:26][CH3:27])[C:20](Cl)=[O:21].C(N(CC)CC)C. The catalyst is C(Cl)Cl. The product is [C:12]([NH:11][C:8]([C:5]1[CH:4]=[CH:3][C:2]([NH:1][C:20](=[O:21])[C:19]2[CH:23]=[CH:24][C:25]([O:26][CH3:27])=[C:17]([O:16][CH3:15])[CH:18]=2)=[CH:7][CH:6]=1)([CH3:10])[CH3:9])(=[O:14])[CH3:13]. The yield is 0.0600. (3) The reactants are ClC(Cl)(O[C:5](=[O:11])OC(Cl)(Cl)Cl)Cl.[Si:13]([O:30][CH2:31][C@@H:32]([NH2:46])[CH2:33][NH:34][CH2:35][C:36]12[CH2:45][CH:40]3[CH2:41][CH:42]([CH2:44][CH:38]([CH2:39]3)[CH2:37]1)[CH2:43]2)([C:26]([CH3:29])([CH3:28])[CH3:27])([C:20]1[CH:25]=[CH:24][CH:23]=[CH:22][CH:21]=1)[C:14]1[CH:19]=[CH:18][CH:17]=[CH:16][CH:15]=1.C(N(CC)CC)C. The catalyst is C(Cl)Cl.O. The product is [Si:13]([O:30][CH2:31][C@@H:32]1[CH2:33][N:34]([CH2:35][C:36]23[CH2:37][CH:38]4[CH2:39][CH:40]([CH2:41][CH:42]([CH2:44]4)[CH2:43]2)[CH2:45]3)[C:5](=[O:11])[NH:46]1)([C:26]([CH3:27])([CH3:28])[CH3:29])([C:20]1[CH:25]=[CH:24][CH:23]=[CH:22][CH:21]=1)[C:14]1[CH:19]=[CH:18][CH:17]=[CH:16][CH:15]=1. The yield is 0.520.